Dataset: Catalyst prediction with 721,799 reactions and 888 catalyst types from USPTO. Task: Predict which catalyst facilitates the given reaction. (1) Reactant: [C:1]([C:3]1[CH:8]=[CH:7][CH:6]=[CH:5][C:4]=1[C:9]1[CH:14]=[CH:13][C:12]([CH2:15][N:16]2[C:20]3[C:21]([C:25]([O:27][CH2:28][CH3:29])=[O:26])=[CH:22][CH:23]=[CH:24][C:19]=3[N:18]=[C:17]2[O:30][CH2:31][CH2:32][CH3:33])=[CH:11][CH:10]=1)#[N:2].C[Sn]([N:38]=[N+:39]=[N-:40])(C)C. Product: [CH2:31]([O:30][C:17]1[N:16]([CH2:15][C:12]2[CH:11]=[CH:10][C:9]([C:4]3[CH:5]=[CH:6][CH:7]=[CH:8][C:3]=3[C:1]3[NH:40][N:39]=[N:38][N:2]=3)=[CH:14][CH:13]=2)[C:20]2[C:21]([C:25]([O:27][CH2:28][CH3:29])=[O:26])=[CH:22][CH:23]=[CH:24][C:19]=2[N:18]=1)[CH2:32][CH3:33]. The catalyst class is: 11. (2) Reactant: F[C:2]1[CH:3]=[C:4]([CH:7]=[CH:8][CH:9]=1)[C:5]#[N:6].[CH2:10]([O:12][C:13]1[CH:14]=[C:15]([OH:19])[CH:16]=[CH:17][CH:18]=1)[CH3:11].C(=O)([O-])[O-].[Cs+].[Cs+].Cl. Product: [CH2:10]([O:12][C:13]1[CH:14]=[C:15]([CH:16]=[CH:17][CH:18]=1)[O:19][C:2]1[CH:3]=[C:4]([CH:7]=[CH:8][CH:9]=1)[C:5]#[N:6])[CH3:11]. The catalyst class is: 3. (3) Reactant: [NH2:1][C@@H:2]([CH2:23][CH:24]1[CH2:29][CH2:28][CH2:27][CH2:26][CH2:25]1)[C:3]([NH:5][CH:6]1[CH2:12][CH2:11][CH2:10][N:9]([S:13]([C:16]2[CH:21]=[CH:20][CH:19]=[CH:18][N:17]=2)(=[O:15])=[O:14])[CH2:8][CH:7]1[OH:22])=[O:4].[O:30]1[C:34]2[CH:35]=[CH:36][CH:37]=[CH:38][C:33]=2[CH:32]=[C:31]1[C:39](O)=[O:40].ON1C2C=CC=CC=2N=N1.C(O)C(N)(CO)CO. Product: [CH:24]1([CH2:23][C@H:2]([NH:1][C:39]([C:31]2[O:30][C:34]3[CH:35]=[CH:36][CH:37]=[CH:38][C:33]=3[CH:32]=2)=[O:40])[C:3](=[O:4])[NH:5][CH:6]2[CH2:12][CH2:11][CH2:10][N:9]([S:13]([C:16]3[CH:21]=[CH:20][CH:19]=[CH:18][N:17]=3)(=[O:14])=[O:15])[CH2:8][CH:7]2[OH:22])[CH2:29][CH2:28][CH2:27][CH2:26][CH2:25]1. The catalyst class is: 2. (4) Reactant: C([O:3][C:4]([C:6]1[CH:7]=[N:8][N:9]([CH3:12])[C:10]=1[NH2:11])=[O:5])C.[OH-].[Na+]. Product: [NH2:11][C:10]1[N:9]([CH3:12])[N:8]=[CH:7][C:6]=1[C:4]([OH:5])=[O:3]. The catalyst class is: 8. (5) Reactant: Br[C:2]1[S:6][C:5]([C:7]2[N:11]([C:12]3[CH:17]=[CH:16][CH:15]=[CH:14][C:13]=3[Cl:18])[N:10]=[C:9]([C:19]([OH:28])([C:24]([F:27])([F:26])[F:25])[C:20]([F:23])([F:22])[F:21])[CH:8]=2)=[CH:4][CH:3]=1.[CH3:29][S:30]([C:33]1[CH:34]=[C:35](B(O)O)[CH:36]=[CH:37][CH:38]=1)(=[O:32])=[O:31].C([O-])([O-])=O.[K+].[K+].O. Product: [Cl:18][C:13]1[CH:14]=[CH:15][CH:16]=[CH:17][C:12]=1[N:11]1[C:7]([C:5]2[S:6][C:2]([C:37]3[CH:36]=[CH:35][CH:34]=[C:33]([S:30]([CH3:29])(=[O:32])=[O:31])[CH:38]=3)=[CH:3][CH:4]=2)=[CH:8][C:9]([C:19]([OH:28])([C:24]([F:27])([F:25])[F:26])[C:20]([F:21])([F:23])[F:22])=[N:10]1. The catalyst class is: 12.